This data is from Full USPTO retrosynthesis dataset with 1.9M reactions from patents (1976-2016). The task is: Predict the reactants needed to synthesize the given product. Given the product [NH2:20][C:17]1[S:16][C:15]([O:14][C:10]2[CH:11]=[C:12]([CH3:13])[C:7]3[CH:6]([CH2:23][C:24]([O:26][CH2:27][CH3:28])=[O:25])[O:5][B:4]([OH:3])[C:8]=3[CH:9]=2)=[N:19][N:18]=1, predict the reactants needed to synthesize it. The reactants are: Cl.O.[OH:3][B:4]1[C:8]2[CH:9]=[C:10]([O:14][C:15]3[S:16][C:17]([N+:20]([O-])=O)=[N:18][N:19]=3)[CH:11]=[C:12]([CH3:13])[C:7]=2[CH:6]([CH2:23][C:24]([O:26][CH2:27][CH3:28])=[O:25])[O:5]1.